From a dataset of Catalyst prediction with 721,799 reactions and 888 catalyst types from USPTO. Predict which catalyst facilitates the given reaction. The catalyst class is: 20. Product: [F:25][C:19]1[CH:20]=[C:21]([I:24])[CH:22]=[CH:23][C:18]=1[NH:17][C:12]1[CH:13]=[N:14][CH:15]=[CH:16][C:11]=1[C:8]1[O:7][CH:6]=[N:10][N:9]=1. Reactant: C(OC([C:6]1[O:7][C:8]([C:11]2[CH:16]=[CH:15][N:14]=[CH:13][C:12]=2[NH:17][C:18]2[CH:23]=[CH:22][C:21]([I:24])=[CH:20][C:19]=2[F:25])=[N:9][N:10]=1)=O)C.[Li+].[OH-].Cl.